This data is from Experimentally validated miRNA-target interactions with 360,000+ pairs, plus equal number of negative samples. The task is: Binary Classification. Given a miRNA mature sequence and a target amino acid sequence, predict their likelihood of interaction. (1) The miRNA is hsa-miR-767-5p with sequence UGCACCAUGGUUGUCUGAGCAUG. The protein sequence of the target gene is MLQTLYDYFWWERLWLPVNLTWADLEDKDGRVYAKASDLYITLPLALLFLVIRYFFELYVATPLAALLNVKEKTRLRAPPNATLEHFYQTSGKQPKQVEVDLLSRQSGLSGRQVERWFRRRRNQDRPSLLKKFREASWRFTYYLIAFVAGMAVTVDKPWFYDLRKVWEGYPIQSIIPSQYWYYMIELSFYWSLLFSIASDVKRKDFKEQIIHHVATIILLCFSWFANYVRAGTLIMALHDASDYLLESAKMFNYAGWKNTCNNLFIVFAIVFIITRLVIMPFWILHCTMIYPLELYPAFF.... Result: 0 (no interaction). (2) The miRNA is rno-miR-130b-3p with sequence CAGUGCAAUGAUGAAAGGGCAU. The protein sequence of the target gene is MSEKSVEAAAELSAKDLKEKKDKVEEKAGRKERKKEVVEEEENGAEEEEEETAEDGEDDDEGDEEDEEEEEEDEGPVRKRTAEEEDEADPKRQKTENGASA. Result: 0 (no interaction). (3) The miRNA is mmu-miR-669e-5p with sequence UGUCUUGUGUGUGCAUGUUCAU. The protein sequence of the target gene is MIDSSKKQPQGFPEILTAEDFEPFKEKECLEGSNQKSLKEVLQLRLQQRRTREQLVDQGIMPPLKSPAAFHEQIKSLERARTENFLKHKIRSRPDRSELVRMHILEETFAEPSLQATQMKLKRARLADDLNEKIAQRPGPMELVEKNILPVDSSVKEAIIGVVKEDYPHTHGEFSFDEDSSDALSPDQPASQESQGSAASPSEPKVSASPPPVTASTPAQFTSVSPAVPEFLKTPLTADQPPTRSTAPVLPTNTVSSAKSGPMLVKQSHPKNPNDKHRSKKCKDPKPRVKKLKYHQYIPP.... Result: 1 (interaction).